This data is from Forward reaction prediction with 1.9M reactions from USPTO patents (1976-2016). The task is: Predict the product of the given reaction. (1) Given the reactants [NH2:1][C:2]1[CH2:3][C:4]([C:29](=[O:37])[N:30]([CH2:34][CH2:35][CH3:36])[CH2:31][CH2:32][CH3:33])=[CH:5][C:6]2[CH:12]=[CH:11][C:10]([C:13]3[CH:28]=[CH:27][C:16]([C:17]([O:19]CC4C=CC=CC=4)=[O:18])=[CH:15][CH:14]=3)=[CH:9][C:7]=2[N:8]=1.[H][H], predict the reaction product. The product is: [NH2:1][C:2]1[CH2:3][C:4]([C:29](=[O:37])[N:30]([CH2:34][CH2:35][CH3:36])[CH2:31][CH2:32][CH3:33])=[CH:5][C:6]2[CH:12]=[CH:11][C:10]([C:13]3[CH:28]=[CH:27][C:16]([C:17]([OH:19])=[O:18])=[CH:15][CH:14]=3)=[CH:9][C:7]=2[N:8]=1. (2) Given the reactants [Br:1][C:2]1[N:7]=[C:6]([Cl:8])[C:5]([NH2:9])=[C:4]([CH3:10])[CH:3]=1.[C:11](O[C:11](=[O:14])[CH2:12][CH3:13])(=[O:14])[CH2:12][CH3:13].CCCCCCC, predict the reaction product. The product is: [Br:1][C:2]1[N:7]=[C:6]([Cl:8])[C:5]([NH:9][C:11](=[O:14])[CH2:12][CH3:13])=[C:4]([CH3:10])[CH:3]=1. (3) Given the reactants Cl[CH2:2][C:3]([C:5]1[CH2:6][C@@H:7]([CH3:17])[N:8]([C:11]([O:13][CH2:14][CH:15]=[CH2:16])=[O:12])[CH2:9][CH:10]=1)=O.[C:18](=[S:21])([S-:20])[NH2:19].[NH4+], predict the reaction product. The product is: [SH:21][C:18]1[S:20][CH:2]=[C:3]([C:5]2[CH2:6][C@@H:7]([CH3:17])[N:8]([C:11]([O:13][CH2:14][CH:15]=[CH2:16])=[O:12])[CH2:9][CH:10]=2)[N:19]=1.